From a dataset of NCI-60 drug combinations with 297,098 pairs across 59 cell lines. Regression. Given two drug SMILES strings and cell line genomic features, predict the synergy score measuring deviation from expected non-interaction effect. (1) Drug 1: CC12CCC3C(C1CCC2=O)CC(=C)C4=CC(=O)C=CC34C. Drug 2: C(CC(=O)O)C(=O)CN.Cl. Cell line: U251. Synergy scores: CSS=31.5, Synergy_ZIP=-1.53, Synergy_Bliss=0.244, Synergy_Loewe=-18.2, Synergy_HSA=0.603. (2) Drug 1: CCCS(=O)(=O)NC1=C(C(=C(C=C1)F)C(=O)C2=CNC3=C2C=C(C=N3)C4=CC=C(C=C4)Cl)F. Drug 2: CNC(=O)C1=CC=CC=C1SC2=CC3=C(C=C2)C(=NN3)C=CC4=CC=CC=N4. Cell line: OVCAR3. Synergy scores: CSS=0.787, Synergy_ZIP=2.75, Synergy_Bliss=5.22, Synergy_Loewe=0.891, Synergy_HSA=0.896.